Dataset: Forward reaction prediction with 1.9M reactions from USPTO patents (1976-2016). Task: Predict the product of the given reaction. (1) Given the reactants Cl[C:2]1[CH:3]=[C:4]([OH:12])[CH:5]=[N:6][C:7]=1[O:8][CH:9]([CH3:11])[CH3:10].C([O-])=O.[NH4+], predict the reaction product. The product is: [CH:9]([O:8][C:7]1[N:6]=[CH:5][C:4]([OH:12])=[CH:3][CH:2]=1)([CH3:11])[CH3:10]. (2) Given the reactants [Cl:1][C:2]1[CH:7]=[C:6]([Cl:8])[CH:5]=[CH:4][C:3]=1[C:9]1[CH:10]=[C:11]([NH:17][CH2:18][CH2:19][NH:20][C:21]([O:23][C:24]([CH3:27])([CH3:26])[CH3:25])=[O:22])[CH:12]=[CH:13][C:14]=1[CH2:15][OH:16].C(Cl)(=O)C(Cl)=O.CS(C)=O.C(N(CC)CC)C, predict the reaction product. The product is: [Cl:1][C:2]1[CH:7]=[C:6]([Cl:8])[CH:5]=[CH:4][C:3]=1[CH:9]1[C:14](=[C:15]=[O:16])[CH:13]=[CH:12][C:11]([NH:17][CH2:18][CH2:19][NH:20][C:21]([O:23][C:24]([CH3:27])([CH3:26])[CH3:25])=[O:22])=[CH:10]1. (3) Given the reactants [Cl:1][C:2]1[CH:7]=[CH:6][CH:5]=[C:4]([Cl:8])[C:3]=1[CH2:9][S:10]([C:13]1[CH:14]=[C:15]2[C:19](=[CH:20][CH:21]=1)[NH:18][C:17](=[O:22])/[C:16]/2=[CH:23]\[C:24]1[NH:28][C:27]([CH3:29])=[C:26]([C:30]([OH:32])=O)[C:25]=1[CH3:33])(=[O:12])=[O:11].[CH2:34]([N:36]([CH2:42][CH3:43])[CH:37]1[CH2:41][CH2:40][NH:39][CH2:38]1)[CH3:35].C1C=CC2N(O)N=NC=2C=1.CCN=C=NCCCN(C)C.Cl, predict the reaction product. The product is: [Cl:1][C:2]1[CH:7]=[CH:6][CH:5]=[C:4]([Cl:8])[C:3]=1[CH2:9][S:10]([C:13]1[CH:14]=[C:15]2[C:19](=[CH:20][CH:21]=1)[NH:18][C:17](=[O:22])/[C:16]/2=[CH:23]\[C:24]1[NH:28][C:27]([CH3:29])=[C:26]([C:30]([N:39]2[CH2:40][CH2:41][CH:37]([N:36]([CH2:42][CH3:43])[CH2:34][CH3:35])[CH2:38]2)=[O:32])[C:25]=1[CH3:33])(=[O:12])=[O:11].